Dataset: Reaction yield outcomes from USPTO patents with 853,638 reactions. Task: Predict the reaction yield, written as a fraction of the theoretical maximum amount of product (1.0 means a 100% yield; for example, 0.34 means a 34% yield). (1) The reactants are Cl[C:2]1[CH:3]=[CH:4][C:5]([N+:24]([O-:26])=[O:25])=[C:6]([CH:23]=1)[C:7]([NH:9][C:10]1[CH:14]=[CH:13][N:12]([C:15]2[CH:20]=[CH:19][C:18]([CH3:21])=[C:17]([CH3:22])[CH:16]=2)[N:11]=1)=[O:8].C(=O)([O-])[O-].[K+].[K+].[NH:33]1[CH2:38][CH2:37][CH2:36][CH2:35][CH2:34]1. The catalyst is CN(C)C=O. The product is [CH3:22][C:17]1[CH:16]=[C:15]([N:12]2[CH:13]=[CH:14][C:10]([NH:9][C:7](=[O:8])[C:6]3[CH:23]=[C:2]([N:33]4[CH2:38][CH2:37][CH2:36][CH2:35][CH2:34]4)[CH:3]=[CH:4][C:5]=3[N+:24]([O-:26])=[O:25])=[N:11]2)[CH:20]=[CH:19][C:18]=1[CH3:21]. The yield is 0.880. (2) The reactants are CC([N:5]([CH:9]([C:29]1[CH:34]=[CH:33][CH:32]=[C:31]([CH3:35])[CH:30]=1)[CH2:10][CH2:11][N:12]1[C:17](=[O:18])[C:16]2=[CH:19][N:20]=[C:21]([CH:22]3[CH2:27][CH2:26][O:25][CH2:24][CH2:23]3)[N:15]2[N:14]=[C:13]1[Cl:28])C(=O)[O-])(C)C.C(O)(C(F)(F)F)=O. The catalyst is C(Cl)Cl. The product is [NH2:5][CH:9]([C:29]1[CH:34]=[CH:33][CH:32]=[C:31]([CH3:35])[CH:30]=1)[CH2:10][CH2:11][N:12]1[C:17](=[O:18])[C:16]2=[CH:19][N:20]=[C:21]([CH:22]3[CH2:23][CH2:24][O:25][CH2:26][CH2:27]3)[N:15]2[N:14]=[C:13]1[Cl:28]. The yield is 0.811. (3) The reactants are [NH2:1][C:2]1[C:3]([CH3:25])=[C:4]([CH:22]=[CH:23][CH:24]=1)[C:5]([NH:7][CH2:8][CH:9]([OH:21])[CH2:10][N:11]1[CH2:20][CH2:19][C:18]2[C:13](=[CH:14][CH:15]=[CH:16][CH:17]=2)[CH2:12]1)=[O:6].CC(O)=O.[O:30]1[CH2:35][CH2:34][C:33](=O)[CH2:32][CH2:31]1.[BH3-]C#N.[Na+]. The catalyst is CO. The product is [CH2:12]1[C:13]2[C:18](=[CH:17][CH:16]=[CH:15][CH:14]=2)[CH2:19][CH2:20][N:11]1[CH2:10][CH:9]([OH:21])[CH2:8][NH:7][C:5](=[O:6])[C:4]1[CH:22]=[CH:23][CH:24]=[C:2]([NH:1][CH:33]2[CH2:34][CH2:35][O:30][CH2:31][CH2:32]2)[C:3]=1[CH3:25]. The yield is 0.0960.